Dataset: Reaction yield outcomes from USPTO patents with 853,638 reactions. Task: Predict the reaction yield, written as a fraction of the theoretical maximum amount of product (1.0 means a 100% yield; for example, 0.34 means a 34% yield). (1) The reactants are Br[C:2]1[CH:3]=[CH:4][C:5]([C:8]([OH:11])([CH3:10])[CH3:9])=[N:6][CH:7]=1.[CH3:12][Sn:13]([CH3:19])([CH3:18])[Sn:13]([CH3:19])([CH3:18])[CH3:12]. The catalyst is C1(C)C=CC=CC=1.C1C=CC([P]([Pd]([P](C2C=CC=CC=2)(C2C=CC=CC=2)C2C=CC=CC=2)([P](C2C=CC=CC=2)(C2C=CC=CC=2)C2C=CC=CC=2)[P](C2C=CC=CC=2)(C2C=CC=CC=2)C2C=CC=CC=2)(C2C=CC=CC=2)C2C=CC=CC=2)=CC=1. The product is [CH3:12][Sn:13]([CH3:19])([CH3:18])[C:2]1[CH:3]=[CH:4][C:5]([C:8]([OH:11])([CH3:10])[CH3:9])=[N:6][CH:7]=1. The yield is 0.700. (2) The reactants are [F:1][C:2]1[CH:3]=[C:4]([C:8]2[CH:16]=[CH:15][CH:14]=[C:13]3[C:9]=2[CH2:10][C:11](=[O:17])[NH:12]3)[CH:5]=[CH:6][CH:7]=1.[N:18]1([CH2:23][CH2:24][NH:25][C:26]([C:28]2[C:32]([CH3:33])=[C:31]([CH:34]=O)[NH:30][C:29]=2[CH3:36])=[O:27])[CH2:22][CH2:21][CH2:20][CH2:19]1. The catalyst is C(O)C.N1CCCCC1. The product is [N:18]1([CH2:23][CH2:24][NH:25][C:26]([C:28]2[C:32]([CH3:33])=[C:31]([CH:34]=[C:10]3[C:9]4[C:13](=[CH:14][CH:15]=[CH:16][C:8]=4[C:4]4[CH:5]=[CH:6][CH:7]=[C:2]([F:1])[CH:3]=4)[NH:12][C:11]3=[O:17])[NH:30][C:29]=2[CH3:36])=[O:27])[CH2:22][CH2:21][CH2:20][CH2:19]1. The yield is 0.480. (3) The product is [C:9]([N:1]1[CH2:8][CH2:7][CH2:6][C@@H:2]1[C:3]([OH:5])=[O:4])(=[O:13])[C:10]([CH3:12])=[CH2:11]. The yield is 0.680. The catalyst is [OH-].[Na+].CC(C)=O. The reactants are [NH:1]1[CH2:8][CH2:7][CH2:6][C@@H:2]1[C:3]([OH:5])=[O:4].[C:9](Cl)(=[O:13])[C:10]([CH3:12])=[CH2:11]. (4) The reactants are FC(F)(F)S(O[C:7]1[C:24]2[C:23]3[C:18](=[CH:19][CH:20]=[CH:21][CH:22]=3)[C:17]3[C:12](=[CH:13][CH:14]=[CH:15][CH:16]=3)[C:11]=2[CH:10]=[CH:9][CH:8]=1)(=O)=O.[CH3:27][O:28][C:29]1[CH:30]=[C:31](B(O)O)[CH:32]=[CH:33][CH:34]=1.C1(P(C2CCCCC2)C2C=CC=CC=2C2C(OC)=CC=CC=2OC)CCCCC1.[O-]P([O-])([O-])=O.[K+].[K+].[K+]. The catalyst is C1(C)C=CC=CC=1.C(O)C.O.C1C=CC(/C=C/C(/C=C/C2C=CC=CC=2)=O)=CC=1.C1C=CC(/C=C/C(/C=C/C2C=CC=CC=2)=O)=CC=1.C1C=CC(/C=C/C(/C=C/C2C=CC=CC=2)=O)=CC=1.[Pd].[Pd]. The product is [CH3:27][O:28][C:29]1[CH:30]=[C:31]([C:10]2[C:11]3[C:12]4[C:17](=[CH:16][CH:15]=[CH:14][CH:13]=4)[C:18]4[C:23](=[CH:22][CH:21]=[CH:20][CH:19]=4)[C:24]=3[CH:7]=[CH:8][CH:9]=2)[CH:32]=[CH:33][CH:34]=1. The yield is 0.950.